This data is from Forward reaction prediction with 1.9M reactions from USPTO patents (1976-2016). The task is: Predict the product of the given reaction. Given the reactants [CH3:1][O:2][C:3](=[O:44])[NH:4][CH:5]([C:9]([N:11]1[CH2:15][CH2:14][CH2:13][CH:12]1[C:16]1[NH:17][C:18]([C:21]2[CH:26]=[CH:25][C:24]([C:27]3[CH:32]=[CH:31][C:30]([C:33](=[O:43])[CH2:34][NH:35]C(OC(C)(C)C)=O)=[CH:29][CH:28]=3)=[CH:23][CH:22]=2)=[CH:19][N:20]=1)=[O:10])[CH:6]([CH3:8])[CH3:7].C(OC(=O)NC1CCCN(CC2NC(C3C=CC(C4C=CC(C5NC(C6CCCN6C(=O)C(NC(OC)=O)C(C)C)=NC=5)=CC=4)=CC=3)=CN=2)C1=O)(C)(C)C, predict the reaction product. The product is: [CH3:1][O:2][C:3](=[O:44])[NH:4][CH:5]([C:9]([N:11]1[CH2:15][CH2:14][CH2:13][CH:12]1[C:16]1[NH:17][C:18]([C:21]2[CH:26]=[CH:25][C:24]([C:27]3[CH:32]=[CH:31][C:30]([C:33](=[O:43])[CH2:34][NH2:35])=[CH:29][CH:28]=3)=[CH:23][CH:22]=2)=[CH:19][N:20]=1)=[O:10])[CH:6]([CH3:8])[CH3:7].